Dataset: Full USPTO retrosynthesis dataset with 1.9M reactions from patents (1976-2016). Task: Predict the reactants needed to synthesize the given product. (1) Given the product [CH3:1][O:2][C:3](=[O:20])[CH2:4][C:5]1[CH:10]=[CH:9][CH:8]=[C:7]([NH:11][C:12]([C:14]2[O:15][C:16]([C:25]3[CH:24]=[CH:23][C:22]([Cl:21])=[C:27]([Cl:28])[CH:26]=3)=[CH:17][CH:18]=2)=[O:13])[CH:6]=1, predict the reactants needed to synthesize it. The reactants are: [CH3:1][O:2][C:3](=[O:20])[CH2:4][C:5]1[CH:10]=[CH:9][CH:8]=[C:7]([NH:11][C:12]([C:14]2[O:15][C:16](Br)=[CH:17][CH:18]=2)=[O:13])[CH:6]=1.[Cl:21][C:22]1[CH:23]=[C:24](B(O)O)[CH:25]=[CH:26][C:27]=1[Cl:28]. (2) The reactants are: [OH:1][OH:2].[CH2:3]=[CH:4][CH3:5]. Given the product [OH:1][OH:2].[CH2:3]1[O:1][CH:4]1[CH3:5].[CH2:3]=[CH:4][CH3:5], predict the reactants needed to synthesize it.